From a dataset of Forward reaction prediction with 1.9M reactions from USPTO patents (1976-2016). Predict the product of the given reaction. (1) Given the reactants Cl.[NH2:2][C@H:3]1[CH2:8][CH2:7][C@H:6]([NH:9][C:10]([C:12]2[C:16]3[N:17]=[CH:18][N:19]=[C:20]([C:21]4[CH:26]=[C:25]([CH:27]([F:29])[F:28])[CH:24]=[CH:23][C:22]=4[O:30][CH2:31][CH:32]4[CH2:34][CH2:33]4)[C:15]=3[NH:14][C:13]=2[CH3:35])=[O:11])[C@@H:5]([CH3:36])[CH2:4]1.[CH3:37][O:38][CH2:39][C:40](Cl)=[O:41], predict the reaction product. The product is: [CH:32]1([CH2:31][O:30][C:22]2[CH:23]=[CH:24][C:25]([CH:27]([F:29])[F:28])=[CH:26][C:21]=2[C:20]2[C:15]3[NH:14][C:13]([CH3:35])=[C:12]([C:10]([NH:9][C@H:6]4[CH2:7][CH2:8][C@H:3]([NH:2][C:40](=[O:41])[CH2:39][O:38][CH3:37])[CH2:4][C@@H:5]4[CH3:36])=[O:11])[C:16]=3[N:17]=[CH:18][N:19]=2)[CH2:34][CH2:33]1. (2) Given the reactants [CH3:1][N:2]([CH3:18])[C:3]([C:5]1[S:6][C:7]2[N:8]=[CH:9][N:10]=[C:11](S(C)(=O)=O)[C:12]=2[N:13]=1)=[O:4].[CH3:19][O:20][C:21]1[CH:29]=[C:28]2[C:24]([CH:25]=[N:26][NH:27]2)=[CH:23][C:22]=1[NH2:30], predict the reaction product. The product is: [CH3:19][O:20][C:21]1[CH:29]=[C:28]2[C:24]([CH:25]=[N:26][NH:27]2)=[CH:23][C:22]=1[NH:30][C:11]1[C:12]2[N:13]=[C:5]([C:3]([N:2]([CH3:18])[CH3:1])=[O:4])[S:6][C:7]=2[N:8]=[CH:9][N:10]=1.